This data is from Forward reaction prediction with 1.9M reactions from USPTO patents (1976-2016). The task is: Predict the product of the given reaction. (1) Given the reactants [CH3:1][C:2]1[CH:3]=[C:4]([O:13][C:14]2[CH:19]=[CH:18][N:17]=[CH:16][C:15]=2[NH2:20])[N:5]([C:7]2[CH:12]=[CH:11][CH:10]=[CH:9][CH:8]=2)[N:6]=1.[F:21][C:22]([F:34])([F:33])[O:23][C:24]1[CH:29]=[CH:28][C:27]([N:30]=[C:31]=[O:32])=[CH:26][CH:25]=1.C(N(CC)CC)C, predict the reaction product. The product is: [CH3:1][C:2]1[CH:3]=[C:4]([O:13][C:14]2[CH:19]=[CH:18][N:17]=[CH:16][C:15]=2[NH:20][C:31]([NH:30][C:27]2[CH:28]=[CH:29][C:24]([O:23][C:22]([F:21])([F:33])[F:34])=[CH:25][CH:26]=2)=[O:32])[N:5]([C:7]2[CH:8]=[CH:9][CH:10]=[CH:11][CH:12]=2)[N:6]=1. (2) Given the reactants [NH2:1][C:2]1[CH:7]=[CH:6][C:5]([N+:8]([O-:10])=[O:9])=[CH:4][C:3]=1[OH:11].[Br:12][C:13]1[CH:21]=[CH:20][C:16]([C:17](Cl)=O)=[CH:15][CH:14]=1.[OH-].[Na+], predict the reaction product. The product is: [Br:12][C:13]1[CH:21]=[CH:20][C:16]([C:17]2[O:11][C:3]3[CH:4]=[C:5]([N+:8]([O-:10])=[O:9])[CH:6]=[CH:7][C:2]=3[N:1]=2)=[CH:15][CH:14]=1. (3) Given the reactants [CH3:1][C:2]1[CH:10]=[CH:9][CH:8]=[CH:7][C:3]=1[C:4]([OH:6])=O.[NH2:11][C@@H:12]1[C@H:16]2[O:17][CH2:18][C@H:19]([NH:20][C:21](=[O:35])[C:22]3[CH:27]=[CH:26][CH:25]=[C:24]([O:28][C:29]4[CH:34]=[CH:33][CH:32]=[CH:31][CH:30]=4)[CH:23]=3)[C@H:15]2[O:14][CH2:13]1, predict the reaction product. The product is: [CH3:1][C:2]1[CH:10]=[CH:9][CH:8]=[CH:7][C:3]=1[C:4]([NH:11][C@H:12]1[CH2:13][O:14][C@@H:15]2[C@@H:19]([NH:20][C:21](=[O:35])[C:22]3[CH:27]=[CH:26][CH:25]=[C:24]([O:28][C:29]4[CH:30]=[CH:31][CH:32]=[CH:33][CH:34]=4)[CH:23]=3)[CH2:18][O:17][C@H:16]12)=[O:6]. (4) Given the reactants [CH3:1][CH:2]([CH3:5])[CH2:3][OH:4].[H-].[Na+].F[C:9]1[CH:16]=[CH:15][C:14]([I:17])=[CH:13][C:10]=1[C:11]#[N:12].O, predict the reaction product. The product is: [I:17][C:14]1[CH:15]=[CH:16][C:9]([O:4][CH2:3][CH:2]([CH3:5])[CH3:1])=[C:10]([CH:13]=1)[C:11]#[N:12]. (5) Given the reactants O[CH2:2][C:3]1[CH:12]=[CH:11][C:10]2[C:5](=[CH:6][CH:7]=[C:8]([NH:13][C:14](=[O:16])[CH3:15])[CH:9]=2)[N:4]=1.[CH2:17]([N:19](CC)[CH2:20]C)C.CS(Cl)(=O)=O.Cl.CNC.C(=O)([O-])[O-].[K+].[K+], predict the reaction product. The product is: [CH3:17][N:19]([CH2:2][C:3]1[CH:12]=[CH:11][C:10]2[C:5](=[CH:6][CH:7]=[C:8]([NH:13][C:14](=[O:16])[CH3:15])[CH:9]=2)[N:4]=1)[CH3:20]. (6) The product is: [Si:1]([O:18][CH2:19][C@@H:20]([N:48]([CH2:49][CH2:50][CH:51]([CH3:53])[CH3:52])[S:72]([C:69]1[CH:68]=[CH:67][C:66]([N+:63]([O-:65])=[O:64])=[CH:71][CH:70]=1)(=[O:73])=[O:74])[CH2:21][CH2:22][CH:23]([F:47])[CH2:24][NH:25][C:26](=[O:46])[C@H:27]([CH:33]([C:40]1[CH:45]=[CH:44][CH:43]=[CH:42][CH:41]=1)[C:34]1[CH:35]=[CH:36][CH:37]=[CH:38][CH:39]=1)[NH:28][C:29]([O:31][CH3:32])=[O:30])([C:14]([CH3:15])([CH3:16])[CH3:17])([C:8]1[CH:9]=[CH:10][CH:11]=[CH:12][CH:13]=1)[C:2]1[CH:3]=[CH:4][CH:5]=[CH:6][CH:7]=1. Given the reactants [Si:1]([O:18][CH2:19][C@@H:20]([NH:48][CH2:49][CH2:50][CH:51]([CH3:53])[CH3:52])[CH2:21][CH2:22][CH:23]([F:47])[CH2:24][NH:25][C:26](=[O:46])[C@H:27]([CH:33]([C:40]1[CH:45]=[CH:44][CH:43]=[CH:42][CH:41]=1)[C:34]1[CH:39]=[CH:38][CH:37]=[CH:36][CH:35]=1)[NH:28][C:29]([O:31][CH3:32])=[O:30])([C:14]([CH3:17])([CH3:16])[CH3:15])([C:8]1[CH:13]=[CH:12][CH:11]=[CH:10][CH:9]=1)[C:2]1[CH:7]=[CH:6][CH:5]=[CH:4][CH:3]=1.C(N(CC)C(C)C)(C)C.[N+:63]([C:66]1[CH:71]=[CH:70][C:69]([S:72](Cl)(=[O:74])=[O:73])=[CH:68][CH:67]=1)([O-:65])=[O:64], predict the reaction product.